This data is from Full USPTO retrosynthesis dataset with 1.9M reactions from patents (1976-2016). The task is: Predict the reactants needed to synthesize the given product. The reactants are: [F:1][C:2]1[CH:24]=[CH:23][CH:22]=[C:21]([F:25])[C:3]=1[CH2:4][C@H:5]1[CH2:10][C@@H:9]([C:11]2[O:15][NH:14][C:13](=[O:16])[CH:12]=2)[CH2:8][CH2:7][N:6]1C(OC)=O.Br. Given the product [F:1][C:2]1[CH:24]=[CH:23][CH:22]=[C:21]([F:25])[C:3]=1[CH2:4][C@H:5]1[CH2:10][C@@H:9]([C:11]2[O:15][NH:14][C:13](=[O:16])[CH:12]=2)[CH2:8][CH2:7][NH:6]1, predict the reactants needed to synthesize it.